Dataset: Catalyst prediction with 721,799 reactions and 888 catalyst types from USPTO. Task: Predict which catalyst facilitates the given reaction. (1) Reactant: [O:1]=[C:2]([C:11]1[CH:20]=[CH:19][C:14]2[NH:15][C:16](=[O:18])[NH:17][C:13]=2[CH:12]=1)[CH2:3][S:4][CH2:5][CH2:6][C:7]([O:9]C)=[O:8].[OH-].[Na+]. Product: [O:1]=[C:2]([C:11]1[CH:20]=[CH:19][C:14]2[NH:15][C:16](=[O:18])[NH:17][C:13]=2[CH:12]=1)[CH2:3][S:4][CH2:5][CH2:6][C:7]([OH:9])=[O:8]. The catalyst class is: 5. (2) Reactant: B(Br)(Br)Br.C[O:6][C:7]1[CH:12]=[C:11]([O:13]C)[CH:10]=[CH:9][C:8]=1[C:15]1[N:16]=[C:17]([NH:20][C:21](=[O:48])[C:22]([O:40]CC2C=CC=CC=2)([C:36]([F:39])([F:38])[F:37])[CH2:23][C:24]([C:27]2[CH:32]=[C:31]([F:33])[CH:30]=[CH:29][C:28]=2[O:34]C)([CH3:26])[CH3:25])[S:18][CH:19]=1. Product: [OH:6][C:7]1[CH:12]=[C:11]([OH:13])[CH:10]=[CH:9][C:8]=1[C:15]1[N:16]=[C:17]([NH:20][C:21](=[O:48])[C:22]([OH:40])([C:36]([F:38])([F:39])[F:37])[CH2:23][C:24]([C:27]2[CH:32]=[C:31]([F:33])[CH:30]=[CH:29][C:28]=2[OH:34])([CH3:26])[CH3:25])[S:18][CH:19]=1. The catalyst class is: 4. (3) Reactant: [F:1][C:2]1[C:7]([CH2:8][OH:9])=[CH:6][CH:5]=[CH:4][C:3]=1[C:10]1[CH:11]=[N:12][C:13]([N:16]2[CH2:21][CH2:20][CH:19]([C:22]([O-:24])=[O:23])[CH2:18][CH2:17]2)=[N:14][CH:15]=1.C1COCC1.[OH-].[Na+]. Product: [F:1][C:2]1[C:7]([CH2:8][OH:9])=[CH:6][CH:5]=[CH:4][C:3]=1[C:10]1[CH:11]=[N:12][C:13]([N:16]2[CH2:17][CH2:18][CH:19]([C:22]([OH:24])=[O:23])[CH2:20][CH2:21]2)=[N:14][CH:15]=1. The catalyst class is: 14. (4) Reactant: [N:1]1[C:5]2[CH:6]=[CH:7][CH:8]=[CH:9][C:4]=2[NH:3][C:2]=1[S:10][CH2:11][CH2:12][N:13]1[CH2:18][CH2:17][N:16]([CH2:19][C:20]([NH:22][C:23]2[C:24]([S:32][CH3:33])=[N:25][C:26]([CH3:31])=[CH:27][C:28]=2[S:29][CH3:30])=[O:21])[CH2:15][CH2:14]1.[ClH:34].N1C=CC=CC=1.O. Product: [OH2:21].[ClH:34].[N:1]1[C:5]2[CH:6]=[CH:7][CH:8]=[CH:9][C:4]=2[NH:3][C:2]=1[S:10][CH2:11][CH2:12][N:13]1[CH2:14][CH2:15][N:16]([CH2:19][C:20]([NH:22][C:23]2[C:24]([S:32][CH3:33])=[N:25][C:26]([CH3:31])=[CH:27][C:28]=2[S:29][CH3:30])=[O:21])[CH2:17][CH2:18]1. The catalyst class is: 8. (5) Reactant: [OH-].[Na+].[C:3]([C:7]1[N:11]([CH2:12][CH:13]2[CH2:18][CH2:17][O:16][CH2:15][CH2:14]2)[C:10]2[CH:19]=[CH:20][C:21]([S:23]([N:26]3[CH2:30][CH2:29][CH:28]([C:31]([O:33]C)=[O:32])[CH2:27]3)(=[O:25])=[O:24])=[CH:22][C:9]=2[N:8]=1)([CH3:6])([CH3:5])[CH3:4].CO. Product: [C:3]([C:7]1[N:11]([CH2:12][CH:13]2[CH2:14][CH2:15][O:16][CH2:17][CH2:18]2)[C:10]2[CH:19]=[CH:20][C:21]([S:23]([N:26]3[CH2:30][CH2:29][CH:28]([C:31]([OH:33])=[O:32])[CH2:27]3)(=[O:25])=[O:24])=[CH:22][C:9]=2[N:8]=1)([CH3:6])([CH3:4])[CH3:5]. The catalyst class is: 6. (6) Reactant: [F:1][C:2]1[CH:7]=[CH:6][C:5]([N:8]2[C:12]([CH:13]=O)=[CH:11][N:10]=[C:9]2[S:15]([CH2:17][C:18]2[C:23]([F:24])=[CH:22][CH:21]=[C:20]([F:25])[C:19]=2[F:26])=[O:16])=[CH:4][CH:3]=1.[CH3:27][N:28]1[CH:32]=[C:31]([CH2:33][NH:34][CH3:35])[C:30]([CH3:36])=[N:29]1.C([BH3-])#N.[Na+]. Product: [CH3:27][N:28]1[CH:32]=[C:31]([CH2:33][N:34]([CH2:13][C:12]2[N:8]([C:5]3[CH:6]=[CH:7][C:2]([F:1])=[CH:3][CH:4]=3)[C:9]([S:15]([CH2:17][C:18]3[C:23]([F:24])=[CH:22][CH:21]=[C:20]([F:25])[C:19]=3[F:26])=[O:16])=[N:10][CH:11]=2)[CH3:35])[C:30]([CH3:36])=[N:29]1. The catalyst class is: 640. (7) Reactant: [CH3:1][C:2]1[S:3][CH:4]=[C:5]([C:7]2[CH:15]=[CH:14][C:10]([C:11]([OH:13])=O)=[CH:9][CH:8]=2)[N:6]=1.CN(C(ON1N=NC2C=CC=CC1=2)=[N+](C)C)C.[B-](F)(F)(F)F.[CH3:38][N:39]([CH:50]1[CH2:55][CH2:54][N:53]([CH3:56])[CH2:52][CH2:51]1)[C:40]1[O:41][C:42]2[CH:48]=[CH:47][C:46]([NH2:49])=[CH:45][C:43]=2[N:44]=1.CC(C)=O. Product: [CH3:38][N:39]([CH:50]1[CH2:55][CH2:54][N:53]([CH3:56])[CH2:52][CH2:51]1)[C:40]1[O:41][C:42]2[CH:48]=[CH:47][C:46]([NH:49][C:11](=[O:13])[C:10]3[CH:9]=[CH:8][C:7]([C:5]4[N:6]=[C:2]([CH3:1])[S:3][CH:4]=4)=[CH:15][CH:14]=3)=[CH:45][C:43]=2[N:44]=1. The catalyst class is: 3. (8) Reactant: [Cl:1][C:2]1[N:7]=[C:6]([O:8][CH2:9][CH2:10][O:11][CH3:12])[N:5]=[C:4]([O:13][CH2:14][CH2:15][O:16][CH3:17])[N:3]=1.[CH3:18][N:19]1[CH2:24][CH2:23][O:22][CH2:21][CH2:20]1. Product: [Cl-:1].[CH3:17][O:16][CH2:15][CH2:14][O:13][C:4]1[N:5]=[C:6]([O:8][CH2:9][CH2:10][O:11][CH3:12])[N:7]=[C:2]([N+:19]2([CH3:18])[CH2:24][CH2:23][O:22][CH2:21][CH2:20]2)[N:3]=1. The catalyst class is: 7. (9) Reactant: Cl.[CH:2]12[CH2:11][CH:6]3[CH2:7][CH:8]([CH2:10][CH:4]([CH2:5]3)[CH:3]1[NH:12][C:13]([CH:15]1[CH2:19][CH2:18][CH2:17][N:16]1[CH2:20][CH2:21][NH2:22])=[O:14])[CH2:9]2.C(N(CC)CC)C.[CH3:30][S:31](Cl)(=[O:33])=[O:32]. Product: [CH:2]12[CH2:11][CH:6]3[CH2:7][CH:8]([CH2:10][CH:4]([CH2:5]3)[CH:3]1[NH:12][C:13]([CH:15]1[CH2:19][CH2:18][CH2:17][N:16]1[CH2:20][CH2:21][NH:22][S:31]([CH3:30])(=[O:33])=[O:32])=[O:14])[CH2:9]2. The catalyst class is: 4. (10) Reactant: [OH:1][C:2]([C:4]([F:7])([F:6])[F:5])=[O:3].[NH2:8][C@@H:9]([CH3:29])[CH2:10][NH:11][C:12]1[CH:13]=[C:14]([NH:20][C:21]2[CH:26]=[C:25]([CH3:27])[CH:24]=[C:23]([CH3:28])[N:22]=2)[C:15]([C:18]#[N:19])=[N:16][CH:17]=1.OO.[OH-:32].[Na+]. Product: [OH:3][C:2]([C:4]([F:7])([F:6])[F:5])=[O:1].[NH2:8][C@@H:9]([CH3:29])[CH2:10][NH:11][C:12]1[CH:13]=[C:14]([NH:20][C:21]2[CH:26]=[C:25]([CH3:27])[CH:24]=[C:23]([CH3:28])[N:22]=2)[C:15]([C:18]([NH2:19])=[O:32])=[N:16][CH:17]=1. The catalyst class is: 16.